This data is from Forward reaction prediction with 1.9M reactions from USPTO patents (1976-2016). The task is: Predict the product of the given reaction. (1) Given the reactants [F:1][C:2]1[CH:7]=[CH:6][C:5]([F:8])=[CH:4][C:3]=1[CH2:9][C:10]([N:12]1[C:20]2[C:15](=[CH:16][C:17]([C:21]3[C:29]4[C:28]([NH2:30])=[N:27][CH:26]=[N:25][C:24]=4[N:23]([CH:31]4[CH2:36][CH2:35][NH:34][CH2:33][CH2:32]4)[CH:22]=3)=[CH:18][CH:19]=2)[CH2:14][CH2:13]1)=[O:11].[C:37](=O)([O-])[O-].[Cs+].[Cs+].IC, predict the reaction product. The product is: [F:1][C:2]1[CH:7]=[CH:6][C:5]([F:8])=[CH:4][C:3]=1[CH2:9][C:10]([N:12]1[C:20]2[C:15](=[CH:16][C:17]([C:21]3[C:29]4[C:28]([NH2:30])=[N:27][CH:26]=[N:25][C:24]=4[N:23]([CH:31]4[CH2:32][CH2:33][N:34]([CH3:37])[CH2:35][CH2:36]4)[CH:22]=3)=[CH:18][CH:19]=2)[CH2:14][CH2:13]1)=[O:11]. (2) Given the reactants [OH:1][C@@H:2]1[CH2:7][CH2:6][CH2:5][CH2:4][C@H:3]1[O:8][C:9]1[C:14]2[C:15](=[O:24])[N:16]([CH2:18][C:19]3[S:20][CH:21]=[CH:22][CH:23]=3)[CH2:17][C:13]=2[CH:12]=[CH:11][N:10]=1.C1C(=O)N([Br:32])C(=O)C1, predict the reaction product. The product is: [Br:32][C:21]1[S:20][C:19]([CH2:18][N:16]2[CH2:17][C:13]3[CH:12]=[CH:11][N:10]=[C:9]([O:8][C@@H:3]4[CH2:4][CH2:5][CH2:6][CH2:7][C@H:2]4[OH:1])[C:14]=3[C:15]2=[O:24])=[CH:23][CH:22]=1. (3) The product is: [CH3:29][C@H:30]([O:34][C:35]1[N:43]=[C:42]2[C:38]([N:39]=[C:40]([O:53][CH3:54])[N:41]2[CH2:44][CH2:45][CH2:46][CH:47]2[CH2:52][CH2:51][N:50]([CH:5]([CH3:6])[CH3:4])[CH2:49][CH2:48]2)=[C:37]([NH2:55])[N:36]=1)[CH2:31][CH2:32][CH3:33]. Given the reactants C(N1CC[CH2:6][CH:5](CCN2C(OC)=NC3C2=NC(O[C@@H](C)CCC)=NC=3N)[CH2:4]1)C.[CH3:29][C@H:30]([O:34][C:35]1[N:43]=[C:42]2[C:38]([N:39]=[C:40]([O:53][CH3:54])[N:41]2[CH2:44][CH2:45][CH2:46][CH:47]2[CH2:52][CH2:51][NH:50][CH2:49][CH2:48]2)=[C:37]([NH2:55])[N:36]=1)[CH2:31][CH2:32][CH3:33].IC(C)C, predict the reaction product. (4) The product is: [CH2:28]([C:13]1[N:14]=[C:9]([O:8][CH2:1][C:2]2[CH:7]=[CH:6][CH:5]=[CH:4][CH:3]=2)[C:10]([NH:16][C:17]2[S:18][CH:19]=[C:20]([CH2:22][CH2:23][C:24]([O:26][CH3:27])=[O:25])[N:21]=2)=[N:11][CH:12]=1)[C:29]1[CH:34]=[CH:33][CH:32]=[CH:31][CH:30]=1. Given the reactants [CH2:1]([O:8][C:9]1[C:10]([NH:16][C:17]2[S:18][CH:19]=[C:20]([CH2:22][CH2:23][C:24]([O:26][CH3:27])=[O:25])[N:21]=2)=[N:11][CH:12]=[C:13](Br)[N:14]=1)[C:2]1[CH:7]=[CH:6][CH:5]=[CH:4][CH:3]=1.[CH2:28](B1C2CCCC1CCC2)[C:29]1[CH:34]=[CH:33][CH:32]=[CH:31][CH:30]=1.O, predict the reaction product. (5) Given the reactants [C:1]([NH:4][C@H:5]([C:14]([OH:16])=[O:15])[CH2:6][C:7]1[CH:12]=[CH:11][C:10]([OH:13])=[CH:9][CH:8]=1)(=[O:3])[CH3:2].C(N(C(C)C)C(C)C)C.CS(O[CH2:31][CH2:32][C:33]1[CH:38]=[CH:37][C:36]([CH2:39][CH3:40])=[CH:35][N:34]=1)(=O)=O, predict the reaction product. The product is: [C:1]([NH:4][CH:5]([CH2:6][C:7]1[CH:12]=[CH:11][C:10]([O:13][CH2:31][CH2:32][C:33]2[CH:38]=[CH:37][C:36]([CH2:39][CH3:40])=[CH:35][N:34]=2)=[CH:9][CH:8]=1)[C:14]([OH:16])=[O:15])(=[O:3])[CH3:2]. (6) Given the reactants Cl[C:2]1[C:11]2[C:6](=[CH:7][C:8]([O:14][CH2:15][CH2:16][CH2:17][N:18]3[CH2:22][CH2:21][CH2:20][CH2:19]3)=[C:9]([O:12][CH3:13])[CH:10]=2)[N:5]=[CH:4][N:3]=1.[CH3:23][C:24]1[NH:25][C:26]2[C:31]([C:32]=1[CH3:33])=[CH:30][C:29]([OH:34])=[CH:28][CH:27]=2.C(=O)([O-])[O-].[K+].[K+], predict the reaction product. The product is: [CH3:23][C:24]1[NH:25][C:26]2[C:31]([C:32]=1[CH3:33])=[CH:30][C:29]([O:34][C:2]1[C:11]3[C:6](=[CH:7][C:8]([O:14][CH2:15][CH2:16][CH2:17][N:18]4[CH2:22][CH2:21][CH2:20][CH2:19]4)=[C:9]([O:12][CH3:13])[CH:10]=3)[N:5]=[CH:4][N:3]=1)=[CH:28][CH:27]=2. (7) Given the reactants [H-].[Na+].[CH2:3]([CH:10]1[C:15](=[O:16])[N:14]([CH3:17])[C:13](=[CH:18][C:19]2[CH:26]=[CH:25][CH:24]=[CH:23][C:20]=2[C:21]#[N:22])[C:12](=[O:27])[N:11]1[CH3:28])[C:4]1[CH:9]=[CH:8][CH:7]=[CH:6][CH:5]=1.I[CH2:30][CH3:31].O, predict the reaction product. The product is: [CH2:3]([C:10]1([CH2:30][CH3:31])[C:15](=[O:16])[N:14]([CH3:17])[C:13](=[CH:18][C:19]2[CH:26]=[CH:25][CH:24]=[CH:23][C:20]=2[C:21]#[N:22])[C:12](=[O:27])[N:11]1[CH3:28])[C:4]1[CH:9]=[CH:8][CH:7]=[CH:6][CH:5]=1.